Predict the product of the given reaction. From a dataset of Forward reaction prediction with 1.9M reactions from USPTO patents (1976-2016). (1) The product is: [CH3:13][O:14][C:15]1[CH:27]=[CH:26][CH:25]=[CH:24][C:16]=1[CH:17]([C:8]1[N:7]([C:1]2[CH:6]=[CH:5][CH:4]=[CH:3][CH:2]=2)[CH:11]=[CH:10][CH:9]=1)[N:18]1[CH2:23][CH2:22][O:21][CH2:20][CH2:19]1. Given the reactants [C:1]1([N:7]2[CH:11]=[CH:10][CH:9]=[CH:8]2)[CH:6]=[CH:5][CH:4]=[CH:3][CH:2]=1.[Cl-].[CH3:13][O:14][C:15]1[CH:27]=[CH:26][CH:25]=[CH:24][C:16]=1[CH:17]=[N+:18]1[CH2:23][CH2:22][O:21][CH2:20][CH2:19]1, predict the reaction product. (2) Given the reactants N1C=CC(N)=NC=1.[Cl:8][C:9]1[N:14]=[C:13](Cl)[C:12]([F:16])=[CH:11][N:10]=1.[NH2:17][C:18]1[CH:19]=[C:20]2[C:25](=[CH:26][CH:27]=1)[N:24]=[CH:23][CH:22]=[CH:21]2, predict the reaction product. The product is: [Cl:8][C:9]1[N:14]=[C:13]([NH:17][C:18]2[CH:19]=[C:20]3[C:25](=[CH:26][CH:27]=2)[N:24]=[CH:23][CH:22]=[CH:21]3)[C:12]([F:16])=[CH:11][N:10]=1. (3) Given the reactants [Br:1][C:2]1[CH:3]=[C:4]([CH:17]=[CH:18][CH:19]=1)[CH2:5][C:6]1[N:7]=[C:8]([C:12]([O:14]CC)=[O:13])[O:9][C:10]=1[CH3:11].[OH-].[Na+].O, predict the reaction product. The product is: [Br:1][C:2]1[CH:3]=[C:4]([CH:17]=[CH:18][CH:19]=1)[CH2:5][C:6]1[N:7]=[C:8]([C:12]([OH:14])=[O:13])[O:9][C:10]=1[CH3:11]. (4) Given the reactants [CH3:1][CH:2]([CH3:40])[C@H:3]([NH:35][C:36](=[O:39])[O:37][CH3:38])[C:4](=[O:34])[N:5]1[C@H:13]([C:14]2[NH:15][C:16]([C:19]3[CH:24]=[CH:23][C:22](B4OC(C)(C)C(C)(C)O4)=[CH:21][CH:20]=3)=[CH:17][N:18]=2)[CH2:12][C:7]2([O:11][CH2:10][CH2:9][O:8]2)[CH2:6]1.Br[C:42]1[CH:47]=[CH:46][C:45]([C:48]2[NH:52][C:51]([C@@H:53]3[CH2:65][N:63]4[C:64]5[CH:56]([C@@H:57]([NH:66][C:67](=[O:70])[O:68][CH3:69])[CH2:58][CH2:59][C:60]=5[CH:61]=[CH:62]4)[C:55](=[O:71])[CH2:54]3)=[N:50][CH:49]=2)=[CH:44][CH:43]=1.C(=O)(O)[O-].[Na+], predict the reaction product. The product is: [CH3:69][O:68][C:67](=[O:70])[NH:66][C@@H:57]1[CH:56]2[C:55](=[O:71])[CH2:54][C@H:53]([C:51]3[NH:52][C:48]([C:45]4[CH:44]=[CH:43][C:42]([C:22]5[CH:23]=[CH:24][C:19]([C:16]6[NH:15][C:14]([C@@H:13]7[CH2:12][C:7]8([O:8][CH2:9][CH2:10][O:11]8)[CH2:6][N:5]7[C:4](=[O:34])[C@@H:3]([NH:35][C:36]([O:37][CH3:38])=[O:39])[CH:2]([CH3:40])[CH3:1])=[N:18][CH:17]=6)=[CH:20][CH:21]=5)=[CH:47][CH:46]=4)=[CH:49][N:50]=3)[CH2:65][N:63]3[C:64]2=[C:60]([CH:61]=[CH:62]3)[CH2:59][CH2:58]1.